This data is from Forward reaction prediction with 1.9M reactions from USPTO patents (1976-2016). The task is: Predict the product of the given reaction. (1) Given the reactants [C:1]([C:3]1[CH:8]=[CH:7][C:6]([C:9]2[N:13]3[CH:14]=[C:15]([C:19]4[CH:41]=[CH:40][C:22]([C:23]([N:25]5[CH2:30][CH2:29][C:28]([NH:32]C(=O)OC(C)(C)C)([CH3:31])[CH2:27][CH2:26]5)=[O:24])=[CH:21][CH:20]=4)[C:16]([CH3:18])=[CH:17][C:12]3=[N:11][CH:10]=2)=[CH:5][CH:4]=1)#[N:2].C(O)(C(F)(F)F)=O, predict the reaction product. The product is: [NH2:32][C:28]1([CH3:31])[CH2:27][CH2:26][N:25]([C:23]([C:22]2[CH:40]=[CH:41][C:19]([C:15]3[C:16]([CH3:18])=[CH:17][C:12]4[N:13]([C:9]([C:6]5[CH:5]=[CH:4][C:3]([C:1]#[N:2])=[CH:8][CH:7]=5)=[CH:10][N:11]=4)[CH:14]=3)=[CH:20][CH:21]=2)=[O:24])[CH2:30][CH2:29]1. (2) Given the reactants [OH:1][CH2:2][C:3]([CH3:19])([CH3:18])[CH2:4][N:5]1[CH2:10][CH2:9][N:8]([C:11]([O:13][C:14]([CH3:17])([CH3:16])[CH3:15])=[O:12])[CH2:7][CH2:6]1.[CH3:20][S:21](Cl)(=[O:23])=[O:22], predict the reaction product. The product is: [CH3:20][S:21]([O:1][CH2:2][C:3]([CH3:19])([CH3:18])[CH2:4][N:5]1[CH2:10][CH2:9][N:8]([C:11]([O:13][C:14]([CH3:17])([CH3:16])[CH3:15])=[O:12])[CH2:7][CH2:6]1)(=[O:23])=[O:22].